This data is from NCI-60 drug combinations with 297,098 pairs across 59 cell lines. The task is: Regression. Given two drug SMILES strings and cell line genomic features, predict the synergy score measuring deviation from expected non-interaction effect. (1) Drug 1: C1C(C(OC1N2C=C(C(=O)NC2=O)F)CO)O. Drug 2: CC1CCC2CC(C(=CC=CC=CC(CC(C(=O)C(C(C(=CC(C(=O)CC(OC(=O)C3CCCCN3C(=O)C(=O)C1(O2)O)C(C)CC4CCC(C(C4)OC)OCCO)C)C)O)OC)C)C)C)OC. Cell line: SK-MEL-5. Synergy scores: CSS=1.57, Synergy_ZIP=-3.76, Synergy_Bliss=1.23, Synergy_Loewe=-13.8, Synergy_HSA=-2.68. (2) Drug 2: CC1=C(C(=O)C2=C(C1=O)N3CC4C(C3(C2COC(=O)N)OC)N4)N. Synergy scores: CSS=45.7, Synergy_ZIP=-2.77, Synergy_Bliss=0.498, Synergy_Loewe=-14.7, Synergy_HSA=-0.595. Cell line: MDA-MB-435. Drug 1: CC1C(C(CC(O1)OC2CC(OC(C2O)C)OC3=CC4=CC5=C(C(=O)C(C(C5)C(C(=O)C(C(C)O)O)OC)OC6CC(C(C(O6)C)O)OC7CC(C(C(O7)C)O)OC8CC(C(C(O8)C)O)(C)O)C(=C4C(=C3C)O)O)O)O. (3) Drug 1: CC1=C(C(CCC1)(C)C)C=CC(=CC=CC(=CC(=O)O)C)C. Drug 2: C1=CC=C(C=C1)NC(=O)CCCCCCC(=O)NO. Cell line: A549. Synergy scores: CSS=12.2, Synergy_ZIP=-5.35, Synergy_Bliss=0.291, Synergy_Loewe=-1.51, Synergy_HSA=0.125.